Dataset: Forward reaction prediction with 1.9M reactions from USPTO patents (1976-2016). Task: Predict the product of the given reaction. (1) Given the reactants Cl[C:2]1[N:7]=[N:6][C:5]([N:8]2[C:12]([C:14]([F:17])([F:16])[F:15])(O)[CH2:11][C:10]([C:18]3[CH:19]=[N:20][CH:21]=[CH:22][CH:23]=3)=[N:9]2)=[CH:4][CH:3]=1.[NH3:24], predict the reaction product. The product is: [N:20]1[CH:21]=[CH:22][CH:23]=[C:18]([C:10]2[CH:11]=[C:12]([C:14]([F:17])([F:16])[F:15])[N:8]([C:5]3[N:6]=[N:7][C:2]([NH2:24])=[CH:3][CH:4]=3)[N:9]=2)[CH:19]=1. (2) Given the reactants [Cl:1][C:2]1[CH:38]=[CH:37][C:5]([CH2:6][C@@H:7]([NH:29]C(=O)OC(C)(C)C)[C:8]([N:10]2[CH2:15][CH2:14][C@@H:13]([N:16]([CH:22]3[CH2:27][CH2:26][CH2:25][CH2:24][CH2:23]3)[C:17]([N:19]([CH3:21])[CH3:20])=[O:18])[C@H:12]([CH3:28])[CH2:11]2)=[O:9])=[CH:4][CH:3]=1.Cl, predict the reaction product. The product is: [Cl:1][C:2]1[CH:3]=[CH:4][C:5]([CH2:6][C@H:7]([C:8]([N:10]2[CH2:15][CH2:14][C@@H:13]([N:16]([CH:22]3[CH2:27][CH2:26][CH2:25][CH2:24][CH2:23]3)[C:17]([N:19]([CH3:21])[CH3:20])=[O:18])[C@H:12]([CH3:28])[CH2:11]2)=[O:9])[NH2:29])=[CH:37][CH:38]=1.